This data is from Forward reaction prediction with 1.9M reactions from USPTO patents (1976-2016). The task is: Predict the product of the given reaction. Given the reactants [NH:1]=[N+:2]=[N-:3].[F:4][C:5]1[CH:6]=[C:7]([C:12](O)([CH3:14])[CH3:13])[CH:8]=[C:9]([F:11])[CH:10]=1.C(O)(C(F)(F)F)=O.[OH-].[Na+], predict the reaction product. The product is: [N:1]([C:12]([C:7]1[CH:8]=[C:9]([F:11])[CH:10]=[C:5]([F:4])[CH:6]=1)([CH3:14])[CH3:13])=[N+:2]=[N-:3].